This data is from Reaction yield outcomes from USPTO patents with 853,638 reactions. The task is: Predict the reaction yield, written as a fraction of the theoretical maximum amount of product (1.0 means a 100% yield; for example, 0.34 means a 34% yield). (1) The reactants are [CH3:1][O:2][C:3]1[CH:8]=[CH:7][CH:6]=[CH:5][C:4]=1[N:9]1[C:13]([C:14]2[CH:22]=[CH:21][C:17]([C:18](Cl)=[O:19])=[CH:16][CH:15]=2)=[CH:12][C:11]([CH:23]2[CH2:28][C:27]([CH3:30])([CH3:29])[O:26][C:25]([CH3:32])([CH3:31])[CH2:24]2)=[N:10]1.[NH:33]1[CH2:38][CH2:37][O:36][CH2:35][CH2:34]1. The catalyst is C(Cl)Cl. The product is [CH3:1][O:2][C:3]1[CH:8]=[CH:7][CH:6]=[CH:5][C:4]=1[N:9]1[C:13]([C:14]2[CH:22]=[CH:21][C:17]([C:18]([N:33]3[CH2:38][CH2:37][O:36][CH2:35][CH2:34]3)=[O:19])=[CH:16][CH:15]=2)=[CH:12][C:11]([CH:23]2[CH2:28][C:27]([CH3:30])([CH3:29])[O:26][C:25]([CH3:32])([CH3:31])[CH2:24]2)=[N:10]1. The yield is 0.690. (2) The reactants are [C:1]([C:4]1[CH:9]=[N:8][N:7]2[CH:10]=[C:11]([C:13]([NH:15][NH2:16])=[O:14])[CH:12]=[C:6]2[C:5]=1[NH:17][C@@H:18]1[CH2:22][CH2:21][C@@:20]([NH:24][C:25](=[O:31])[O:26][C:27]([CH3:30])([CH3:29])[CH3:28])([CH3:23])[C:19]1([CH3:33])[CH3:32])(=[O:3])[NH2:2].[C:34](N1C=CN=C1)(N1C=CN=C1)=[S:35].[CH3:46]CN(CC)CC.CI. The catalyst is C1COCC1. The product is [C:1]([C:4]1[CH:9]=[N:8][N:7]2[CH:10]=[C:11]([C:13]3[O:14][C:46]([S:35][CH3:34])=[N:16][N:15]=3)[CH:12]=[C:6]2[C:5]=1[NH:17][C@@H:18]1[CH2:22][CH2:21][C@@:20]([NH:24][C:25](=[O:31])[O:26][C:27]([CH3:30])([CH3:29])[CH3:28])([CH3:23])[C:19]1([CH3:33])[CH3:32])(=[O:3])[NH2:2]. The yield is 0.640. (3) The product is [F:1][CH2:2][CH:3]([NH:12][C:13](=[O:19])[O:14][C:15]([CH3:17])([CH3:16])[CH3:18])[C:4]1[CH:5]=[CH:6][C:7]([CH:10]=[O:11])=[CH:8][CH:9]=1. The yield is 0.820. The reactants are [F:1][CH2:2][CH:3]([NH:12][C:13](=[O:19])[O:14][C:15]([CH3:18])([CH3:17])[CH3:16])[C:4]1[CH:9]=[CH:8][C:7]([CH2:10][OH:11])=[CH:6][CH:5]=1. The catalyst is ClCCl.O=[Mn]=O. (4) The reactants are C[O:2][C:3]1[C:4]([CH3:39])=[C:5]([C:30]([O:37]C)=[C:31]([O:35][CH3:36])[C:32]=1[O:33][CH3:34])[CH2:6][C:7]1[CH:8]=[CH:9][C:10]([O:21][CH2:22][C:23]([O:25][C:26]([CH3:29])([CH3:28])[CH3:27])=[O:24])=[C:11]([CH:20]=1)[C:12]([N:14]1[CH2:19][CH2:18][CH2:17][CH2:16][CH2:15]1)=[O:13].O=[N+]([O-])[O-].[O-][N+](=O)[O-].[O-][N+](=O)[O-].[O-][N+](=O)[O-].[O-][N+](=O)[O-].[O-][N+](=O)[O-].[Ce+4].[NH4+].[NH4+]. The catalyst is C(#N)C.O. The product is [CH3:34][O:33][C:32]1[C:3](=[O:2])[C:4]([CH3:39])=[C:5]([CH2:6][C:7]2[CH:8]=[CH:9][C:10]([O:21][CH2:22][C:23]([O:25][C:26]([CH3:28])([CH3:27])[CH3:29])=[O:24])=[C:11]([CH:20]=2)[C:12]([N:14]2[CH2:15][CH2:16][CH2:17][CH2:18][CH2:19]2)=[O:13])[C:30](=[O:37])[C:31]=1[O:35][CH3:36]. The yield is 0.630. (5) The reactants are Br[C:2]1[C:3]([O:12][CH3:13])=[C:4]([CH:7]=[CH:8][C:9]=1[O:10][CH3:11])[CH:5]=[O:6].[CH:14]1(B(O)O)[CH2:16][CH2:15]1.F[B-](F)(F)F.C1([PH+](C2CCCCC2)C2CCCCC2)CCCCC1.[O-]P([O-])([O-])=O.[K+].[K+].[K+]. The catalyst is C1(C)C=CC=CC=1.O.CC([O-])=O.CC([O-])=O.[Pd+2]. The product is [CH:14]1([C:2]2[C:3]([O:12][CH3:13])=[C:4]([CH:7]=[CH:8][C:9]=2[O:10][CH3:11])[CH:5]=[O:6])[CH2:16][CH2:15]1. The yield is 0.780.